Task: Predict the reaction yield, written as a fraction of the theoretical maximum amount of product (1.0 means a 100% yield; for example, 0.34 means a 34% yield).. Dataset: Reaction yield outcomes from USPTO patents with 853,638 reactions (1) The reactants are [CH2:1]([N:3]1[C:12]2[C:7](=[CH:8][C:9]([N+:13]([O-])=O)=[CH:10][CH:11]=2)[C:6](=[O:16])[N:5]([CH2:17][Si:18]([CH3:21])([CH3:20])[CH3:19])[C:4]1=[O:22])[CH3:2].[H][H]. The catalyst is C(OCC)(=O)C.[Pd]. The product is [NH2:13][C:9]1[CH:8]=[C:7]2[C:12](=[CH:11][CH:10]=1)[N:3]([CH2:1][CH3:2])[C:4](=[O:22])[N:5]([CH2:17][Si:18]([CH3:21])([CH3:20])[CH3:19])[C:6]2=[O:16]. The yield is 0.858. (2) The reactants are [Br:1][C:2]1[N:3]=[C:4]([C@@H:13]2[CH2:18][CH2:17][CH2:16][N:15]([C:19]([O:21][CH2:22][C:23]3[CH:28]=[CH:27][CH:26]=[CH:25][CH:24]=3)=[O:20])[CH2:14]2)[N:5]2[C:10]([F:11])=[CH:9][N:8]=[C:7](Cl)[C:6]=12.C(O)(C)C.[NH3:33]. No catalyst specified. The product is [NH2:33][C:7]1[C:6]2[N:5]([C:4]([C@@H:13]3[CH2:18][CH2:17][CH2:16][N:15]([C:19]([O:21][CH2:22][C:23]4[CH:28]=[CH:27][CH:26]=[CH:25][CH:24]=4)=[O:20])[CH2:14]3)=[N:3][C:2]=2[Br:1])[C:10]([F:11])=[CH:9][N:8]=1. The yield is 0.460. (3) The reactants are [C:1]([C:5]1[CH:6]=[C:7]2[C:12](=[C:13]([F:15])[CH:14]=1)[C:11](=[O:16])[N:10]([C:17]1[N:24]=[CH:23][CH:22]=[C:21](Cl)[C:18]=1[CH:19]=[O:20])[N:9]=[CH:8]2)([CH3:4])([CH3:3])[CH3:2].[CH3:26][O:27][CH2:28][CH2:29][N:30]1[CH2:35][CH2:34][N:33]2[N:36]=[C:37]([NH:39][C:40]3[C:41](=[O:56])[N:42]([CH3:55])[CH:43]=[C:44](B4OC(C)(C)C(C)(C)O4)[CH:45]=3)[CH:38]=[C:32]2[CH2:31]1.[O-]P([O-])([O-])=O.[K+].[K+].[K+].C([O-])(=O)C.[Na+]. The catalyst is O.C1C=CC(P(C2C=CC=CC=2)[C-]2C=CC=C2)=CC=1.C1C=CC(P(C2C=CC=CC=2)[C-]2C=CC=C2)=CC=1.Cl[Pd]Cl.[Fe+2].C(#N)C. The product is [C:1]([C:5]1[CH:6]=[C:7]2[C:12](=[C:13]([F:15])[CH:14]=1)[C:11](=[O:16])[N:10]([C:17]1[N:24]=[CH:23][CH:22]=[C:21]([C:44]3[CH:45]=[C:40]([NH:39][C:37]4[CH:38]=[C:32]5[CH2:31][N:30]([CH2:29][CH2:28][O:27][CH3:26])[CH2:35][CH2:34][N:33]5[N:36]=4)[C:41](=[O:56])[N:42]([CH3:55])[CH:43]=3)[C:18]=1[CH:19]=[O:20])[N:9]=[CH:8]2)([CH3:4])([CH3:3])[CH3:2]. The yield is 0.800. (4) The reactants are Cl.N1C=CC=CC=1.C[O:9][C:10]1[CH:18]=[CH:17][CH:16]=[C:15]2[C:11]=1[C:12]([CH3:21])([CH3:20])[C:13](=[O:19])[NH:14]2. The yield is 0.680. The catalyst is CCCCCC. The product is [OH:9][C:10]1[CH:18]=[CH:17][CH:16]=[C:15]2[C:11]=1[C:12]([CH3:21])([CH3:20])[C:13](=[O:19])[NH:14]2.